Predict the product of the given reaction. From a dataset of Forward reaction prediction with 1.9M reactions from USPTO patents (1976-2016). (1) Given the reactants [Cl:1][C:2]1[C:3]([C:14]2[CH:19]=[C:18]([Cl:20])[CH:17]=[CH:16][C:15]=2[C:21]#[N:22])=[CH:4][C:5](=[O:13])[N:6]([CH:8]([CH3:12])[C:9]([OH:11])=O)[CH:7]=1.[F:23][C:24]([F:36])([F:35])[C:25]1[NH:29][C:28]2[CH:30]=[C:31]([NH2:34])[CH:32]=[CH:33][C:27]=2[N:26]=1, predict the reaction product. The product is: [Cl:1][C:2]1[C:3]([C:14]2[CH:19]=[C:18]([Cl:20])[CH:17]=[CH:16][C:15]=2[C:21]#[N:22])=[CH:4][C:5](=[O:13])[N:6]([CH:8]([CH3:12])[C:9]([NH:34][C:31]2[CH:32]=[CH:33][C:27]3[N:26]=[C:25]([C:24]([F:36])([F:35])[F:23])[NH:29][C:28]=3[CH:30]=2)=[O:11])[CH:7]=1. (2) The product is: [Br:1][C:2]1[CH:3]=[C:4]2[C:5](=[CH:6][C:7]=1[F:8])[NH:9][CH:10]=[CH:11]2. Given the reactants [Br:1][C:2]1[C:7]([F:8])=[CH:6][C:5]([NH:9][C:10]#[C:11][Si](C)(C)C)=[CH:4][CH:3]=1, predict the reaction product. (3) The product is: [CH3:19][O:20][CH2:21][CH2:22][NH:23][C:24]1[N:25]=[CH:26][C:27]([NH:30][C:12]([C:10]2[N:11]=[C:7]([C:1]3[CH:2]=[CH:3][CH:4]=[CH:5][CH:6]=3)[O:8][C:9]=2[C:15]([F:18])([F:17])[F:16])=[O:14])=[CH:28][CH:29]=1. Given the reactants [C:1]1([C:7]2[O:8][C:9]([C:15]([F:18])([F:17])[F:16])=[C:10]([C:12]([OH:14])=O)[N:11]=2)[CH:6]=[CH:5][CH:4]=[CH:3][CH:2]=1.[CH3:19][O:20][CH2:21][CH2:22][NH:23][C:24]1[CH:29]=[CH:28][C:27]([NH2:30])=[CH:26][N:25]=1, predict the reaction product. (4) Given the reactants N[N:2]1[C:10]2[C:5](=[CH:6][CH:7]=[CH:8][CH:9]=2)[CH2:4][CH2:3]1.O.[ClH:12].[NH:13]1[CH2:18][CH2:17][CH2:16][CH2:15][C:14]1=O, predict the reaction product. The product is: [ClH:12].[CH:8]1[CH:7]=[CH:6][C:5]2[CH2:4][CH2:3][N:2]3[C:10]=2[C:9]=1[C:17]1[CH2:18][NH:13][CH2:14][CH2:15][C:16]=13. (5) Given the reactants Cl[C:2]1[C:7]([I:8])=[CH:6][N:5]=[CH:4][N:3]=1.[F:9][C:10]([F:14])([F:13])[CH2:11][NH2:12].CCN(C(C)C)C(C)C, predict the reaction product. The product is: [I:8][C:7]1[C:2]([NH:12][CH2:11][C:10]([F:14])([F:13])[F:9])=[N:3][CH:4]=[N:5][CH:6]=1. (6) Given the reactants [NH2:1][C:2]1[C:7]([CH2:8][S:9][C:10]2[CH:15]=[CH:14][CH:13]=[CH:12][CH:11]=2)=[C:6]([CH:16]2[CH2:21][CH2:20][CH2:19][N:18](C(OC(C)(C)C)=O)[CH2:17]2)[CH:5]=[C:4]([C:29]2[C:34]([O:35]CC3C=CC(OC)=CC=3)=[CH:33][CH:32]=[CH:31][C:30]=2[O:45][CH2:46][CH:47]2[CH2:49][CH2:48]2)[N:3]=1.[ClH:50], predict the reaction product. The product is: [ClH:50].[NH2:1][C:2]1[N:3]=[C:4]([C:29]2[C:30]([O:45][CH2:46][CH:47]3[CH2:49][CH2:48]3)=[CH:31][CH:32]=[CH:33][C:34]=2[OH:35])[CH:5]=[C:6]([CH:16]2[CH2:21][CH2:20][CH2:19][NH:18][CH2:17]2)[C:7]=1[CH2:8][S:9][C:10]1[CH:11]=[CH:12][CH:13]=[CH:14][CH:15]=1.